This data is from Forward reaction prediction with 1.9M reactions from USPTO patents (1976-2016). The task is: Predict the product of the given reaction. (1) The product is: [C:22]([O:21][C:19]([N:17]1[CH2:18][C@@H:13]([N:12]([C:10]([C:8]2[N:7]([CH2:34][CH2:35][CH2:36][CH2:37][O:38][CH3:39])[C:6]3[CH:40]=[C:2]([F:1])[CH:3]=[CH:4][C:5]=3[N:9]=2)=[O:11])[CH2:30][CH:31]([CH3:32])[CH3:33])[CH2:14][C@@H:15]([C:26]([OH:28])=[O:27])[CH2:16]1)=[O:20])([CH3:24])([CH3:25])[CH3:23]. Given the reactants [F:1][C:2]1[CH:3]=[CH:4][C:5]2[N:9]=[C:8]([C:10]([N:12]([CH2:30][CH:31]([CH3:33])[CH3:32])[C@@H:13]3[CH2:18][N:17]([C:19]([O:21][C:22]([CH3:25])([CH3:24])[CH3:23])=[O:20])[CH2:16][C@H:15]([C:26]([O:28]C)=[O:27])[CH2:14]3)=[O:11])[N:7]([CH2:34][CH2:35][CH2:36][CH2:37][O:38][CH3:39])[C:6]=2[CH:40]=1.[OH-].[Na+].Cl, predict the reaction product. (2) Given the reactants C[O:2][C:3](=O)[CH2:4][C:5](=O)[CH3:6].[Cl:9][C:10]1[CH:15]=[CH:14][C:13]([C:16]([F:19])([F:18])[F:17])=[CH:12][C:11]=1[C:20](=O)[CH2:21]Br.[CH:24]1([CH2:27][CH2:28][NH2:29])[CH2:26][CH2:25]1.[N:30]1([NH2:36])[CH2:35][CH2:34][CH2:33][CH2:32][CH2:31]1, predict the reaction product. The product is: [N:30]1([NH:36][C:3]([C:4]2[CH:21]=[C:20]([C:11]3[CH:12]=[C:13]([C:16]([F:19])([F:18])[F:17])[CH:14]=[CH:15][C:10]=3[Cl:9])[N:29]([CH2:28][CH2:27][CH:24]3[CH2:26][CH2:25]3)[C:5]=2[CH3:6])=[O:2])[CH2:35][CH2:34][CH2:33][CH2:32][CH2:31]1. (3) Given the reactants [ClH:1].C(OC(=O)[NH:8][CH2:9][CH2:10][N:11]1[CH:15]=[C:14]([I:16])[N:13]=[C:12]1[CH2:17][CH:18]1[CH2:20][CH2:19]1)(C)(C)C, predict the reaction product. The product is: [CH:18]1([CH2:17][C:12]2[N:11]([CH2:10][CH2:9][NH2:8])[CH:15]=[C:14]([I:16])[N:13]=2)[CH2:19][CH2:20]1.[ClH:1]. (4) Given the reactants [NH2:1][C:2]1[C:10]([N+:11]([O-:13])=[O:12])=[CH:9][CH:8]=[CH:7][C:3]=1[C:4]([NH2:6])=[O:5].[F:14][C:15]([F:26])([F:25])[C:16](O[C:16](=O)[C:15]([F:26])([F:25])[F:14])=O, predict the reaction product. The product is: [N+:11]([C:10]1[CH:9]=[CH:8][CH:7]=[C:3]2[C:2]=1[N:1]=[C:16]([C:15]([F:26])([F:25])[F:14])[NH:6][C:4]2=[O:5])([O-:13])=[O:12]. (5) Given the reactants [H-].[Na+].[N:3]1([CH2:8][CH2:9][CH2:10][CH2:11][C:12]2[CH:17]=[CH:16][C:15]([OH:18])=[CH:14][CH:13]=2)[CH:7]=[CH:6][N:5]=[N:4]1.Cl[CH2:20][C:21]1[C:22]([CH3:38])=[N:23][C:24]([C:27]2[CH:32]=[CH:31][C:30]([O:33][C:34]([F:37])([F:36])[F:35])=[CH:29][CH:28]=2)=[CH:25][CH:26]=1.O, predict the reaction product. The product is: [CH3:38][C:22]1[C:21]([CH2:20][O:18][C:15]2[CH:14]=[CH:13][C:12]([CH2:11][CH2:10][CH2:9][CH2:8][N:3]3[CH:7]=[CH:6][N:5]=[N:4]3)=[CH:17][CH:16]=2)=[CH:26][CH:25]=[C:24]([C:27]2[CH:28]=[CH:29][C:30]([O:33][C:34]([F:36])([F:37])[F:35])=[CH:31][CH:32]=2)[N:23]=1. (6) Given the reactants F[C:2]1[N:7]=[C:6]([NH2:8])[CH:5]=[CH:4][CH:3]=1.Cl.[CH3:10][C:11]1([CH3:16])[CH2:15][CH2:14][NH:13][CH2:12]1.CCN(CC)CC, predict the reaction product. The product is: [CH3:10][C:11]1([CH3:16])[CH2:15][CH2:14][N:13]([C:2]2[N:7]=[C:6]([NH2:8])[CH:5]=[CH:4][CH:3]=2)[CH2:12]1.